This data is from Forward reaction prediction with 1.9M reactions from USPTO patents (1976-2016). The task is: Predict the product of the given reaction. (1) Given the reactants [F:1][CH:2]([F:20])[O:3][C:4]1[CH:9]=[CH:8][C:7]([CH:10]([NH2:16])[CH2:11][S:12]([CH3:15])(=[O:14])=[O:13])=[CH:6][C:5]=1[O:17][CH2:18][CH3:19].[C:21]([NH:24][C:25]1[CH:35]=[CH:34][CH:33]=[C:27]2[C:28]([O:30][C:31](=O)[C:26]=12)=[O:29])(=[O:23])[CH3:22].C([O-])(=O)C.[Na+], predict the reaction product. The product is: [F:20][CH:2]([F:1])[O:3][C:4]1[CH:9]=[CH:8][C:7]([CH:10]([N:16]2[C:31](=[O:30])[C:26]3[C:27](=[CH:33][CH:34]=[CH:35][C:25]=3[NH:24][C:21](=[O:23])[CH3:22])[C:28]2=[O:29])[CH2:11][S:12]([CH3:15])(=[O:14])=[O:13])=[CH:6][C:5]=1[O:17][CH2:18][CH3:19]. (2) The product is: [F:1][C:2]1[CH:10]=[CH:9][CH:8]=[C:7]2[C:3]=1[C:4]([CH2:12][NH:15][CH3:14])=[CH:5][N:6]2[CH3:11]. Given the reactants [F:1][C:2]1[CH:10]=[CH:9][CH:8]=[C:7]2[C:3]=1[C:4]([CH:12]=O)=[CH:5][N:6]2[CH3:11].[CH3:14][N:15]1C2C(=CC=CC=2)C(C)=C1C=O, predict the reaction product. (3) Given the reactants CN(C(ON1N=NC2C=CC=NC1=2)=[N+](C)C)C.F[P-](F)(F)(F)(F)F.[N:25]1[CH:30]=[CH:29][C:28]([N:31]2[CH2:36][CH2:35][NH:34][CH2:33][CH2:32]2)=[CH:27][CH:26]=1.[Cl:37][C:38]1[C:39]([C:48](F)(F)F)=[N:40][N:41]([CH2:44][C:45](O)=[O:46])[C:42]=1[CH3:43], predict the reaction product. The product is: [Cl:37][C:38]1[C:39]([CH3:48])=[N:40][N:41]([CH2:44][C:45]([N:34]2[CH2:33][CH2:32][N:31]([C:28]3[CH:29]=[CH:30][N:25]=[CH:26][CH:27]=3)[CH2:36][CH2:35]2)=[O:46])[C:42]=1[CH3:43].